From a dataset of NCI-60 drug combinations with 297,098 pairs across 59 cell lines. Regression. Given two drug SMILES strings and cell line genomic features, predict the synergy score measuring deviation from expected non-interaction effect. (1) Drug 1: CCCCCOC(=O)NC1=NC(=O)N(C=C1F)C2C(C(C(O2)C)O)O. Drug 2: CN(C(=O)NC(C=O)C(C(C(CO)O)O)O)N=O. Cell line: HOP-62. Synergy scores: CSS=-5.93, Synergy_ZIP=8.42, Synergy_Bliss=6.52, Synergy_Loewe=-6.34, Synergy_HSA=-6.96. (2) Drug 1: CS(=O)(=O)CCNCC1=CC=C(O1)C2=CC3=C(C=C2)N=CN=C3NC4=CC(=C(C=C4)OCC5=CC(=CC=C5)F)Cl. Drug 2: C1CN1C2=NC(=NC(=N2)N3CC3)N4CC4. Cell line: MALME-3M. Synergy scores: CSS=13.5, Synergy_ZIP=-2.46, Synergy_Bliss=1.73, Synergy_Loewe=-9.50, Synergy_HSA=-4.67. (3) Drug 1: C1=CC(=CC=C1CC(C(=O)O)N)N(CCCl)CCCl.Cl. Drug 2: CC1CCCC2(C(O2)CC(NC(=O)CC(C(C(=O)C(C1O)C)(C)C)O)C(=CC3=CSC(=N3)C)C)C. Cell line: LOX IMVI. Synergy scores: CSS=12.5, Synergy_ZIP=-7.11, Synergy_Bliss=3.81, Synergy_Loewe=4.51, Synergy_HSA=4.67. (4) Drug 1: C1=NC2=C(N=C(N=C2N1C3C(C(C(O3)CO)O)F)Cl)N. Drug 2: COC1=C2C(=CC3=C1OC=C3)C=CC(=O)O2. Cell line: NCI-H460. Synergy scores: CSS=-0.00850, Synergy_ZIP=-0.574, Synergy_Bliss=-3.51, Synergy_Loewe=-0.539, Synergy_HSA=-4.19. (5) Drug 1: CC1=CC2C(CCC3(C2CCC3(C(=O)C)OC(=O)C)C)C4(C1=CC(=O)CC4)C. Drug 2: C#CCC(CC1=CN=C2C(=N1)C(=NC(=N2)N)N)C3=CC=C(C=C3)C(=O)NC(CCC(=O)O)C(=O)O. Cell line: ACHN. Synergy scores: CSS=-2.53, Synergy_ZIP=-0.733, Synergy_Bliss=-5.09, Synergy_Loewe=-8.87, Synergy_HSA=-6.19. (6) Drug 1: CN(C)C1=NC(=NC(=N1)N(C)C)N(C)C. Drug 2: C1C(C(OC1N2C=NC3=C(N=C(N=C32)Cl)N)CO)O. Cell line: DU-145. Synergy scores: CSS=-6.83, Synergy_ZIP=2.70, Synergy_Bliss=0.467, Synergy_Loewe=-2.42, Synergy_HSA=-4.17. (7) Drug 1: COC1=CC(=CC(=C1O)OC)C2C3C(COC3=O)C(C4=CC5=C(C=C24)OCO5)OC6C(C(C7C(O6)COC(O7)C8=CC=CS8)O)O. Drug 2: CC1=C(C=C(C=C1)C(=O)NC2=CC(=CC(=C2)C(F)(F)F)N3C=C(N=C3)C)NC4=NC=CC(=N4)C5=CN=CC=C5. Cell line: HS 578T. Synergy scores: CSS=14.1, Synergy_ZIP=0.202, Synergy_Bliss=1.33, Synergy_Loewe=-11.3, Synergy_HSA=-2.48.